The task is: Predict the reactants needed to synthesize the given product.. This data is from Retrosynthesis with 50K atom-mapped reactions and 10 reaction types from USPTO. (1) Given the product CCCc1ccncc1C#Cc1cc(Cl)ccc1OCC(=O)OC(C)(C)C, predict the reactants needed to synthesize it. The reactants are: C#Cc1cc(Cl)ccc1OCC(=O)OC(C)(C)C.CCCc1ccncc1Br. (2) Given the product Cc1ccc(OC(C)c2ccc(C(=O)NCc3c(C)cc(C)nc3O)cc2)cc1, predict the reactants needed to synthesize it. The reactants are: Cc1cc(C)c(CN)c(O)n1.Cc1ccc(OC(C)c2ccc(C(=O)O)cc2)cc1. (3) The reactants are: N#CC1CC1C(=O)c1ccc(Cl)cc1F. Given the product N#CC1CC1C(O)c1ccc(Cl)cc1F, predict the reactants needed to synthesize it.